This data is from Reaction yield outcomes from USPTO patents with 853,638 reactions. The task is: Predict the reaction yield, written as a fraction of the theoretical maximum amount of product (1.0 means a 100% yield; for example, 0.34 means a 34% yield). (1) The reactants are [Br:1][C:2]1[CH:3]=[N:4][C:5]([C:8]([OH:10])=[O:9])=[N:6][CH:7]=1.[C:11]1([CH3:21])[CH:16]=CC(S(Cl)(=O)=O)=C[CH:12]=1. The catalyst is CC(O)(C)C.N1C=CC=CC=1. The product is [C:11]([O:9][C:8]([C:5]1[N:6]=[CH:7][C:2]([Br:1])=[CH:3][N:4]=1)=[O:10])([CH3:21])([CH3:16])[CH3:12]. The yield is 0.560. (2) The reactants are [Cl-].O[NH3+:3].[C:4](=[O:7])([O-])[OH:5].[Na+].CS(C)=O.[CH:13]1([O:16][C:17]2[CH:22]=[CH:21][C:20]([N:23]3[C:28](=[O:29])[C:27]([CH2:30][C:31]4[CH:36]=[CH:35][C:34]([C:37]5[C:38]([C:43]#[N:44])=[CH:39][CH:40]=[CH:41][CH:42]=5)=[CH:33][CH:32]=4)=[C:26]([CH2:45][CH2:46][CH3:47])[N:25]=[C:24]3[CH3:48])=[CH:19][C:18]=2[F:49])[CH2:15][CH2:14]1. The catalyst is O.C(OCC)(=O)C. The product is [CH:13]1([O:16][C:17]2[CH:22]=[CH:21][C:20]([N:23]3[C:28](=[O:29])[C:27]([CH2:30][C:31]4[CH:36]=[CH:35][C:34]([C:37]5[CH:42]=[CH:41][CH:40]=[CH:39][C:38]=5[C:43]5[NH:3][C:4](=[O:7])[O:5][N:44]=5)=[CH:33][CH:32]=4)=[C:26]([CH2:45][CH2:46][CH3:47])[N:25]=[C:24]3[CH3:48])=[CH:19][C:18]=2[F:49])[CH2:14][CH2:15]1. The yield is 0.450. (3) The reactants are [CH2:1]([O:8][C:9]1[CH:10]=[C:11]([C:15]([CH:17]([C:19]2[CH:24]=[CH:23][CH:22]=[C:21]([O:25][CH2:26][C:27]3[CH:32]=[CH:31][CH:30]=[CH:29][CH:28]=3)[CH:20]=2)[OH:18])=[O:16])[CH:12]=[CH:13][CH:14]=1)[C:2]1[CH:7]=[CH:6][CH:5]=[CH:4][CH:3]=1.C(O)=O.CCN(CC)CC. The catalyst is CN(C=O)C.CC1C=CC(C(C)C)=CC=1.CC1C=CC(C(C)C)=CC=1.Cl[Ru]Cl.Cl[Ru]Cl.C1(C)C=CC(S(N[C@H](C2C=CC=CC=2)[C@@H](C2C=CC=CC=2)N)(=O)=O)=CC=1. The product is [CH2:1]([O:8][C:9]1[CH:10]=[C:11]([C@@H:15]([C@H:17]([C:19]2[CH:24]=[CH:23][CH:22]=[C:21]([O:25][CH2:26][C:27]3[CH:32]=[CH:31][CH:30]=[CH:29][CH:28]=3)[CH:20]=2)[OH:18])[OH:16])[CH:12]=[CH:13][CH:14]=1)[C:2]1[CH:7]=[CH:6][CH:5]=[CH:4][CH:3]=1. The yield is 0.930.